Dataset: Full USPTO retrosynthesis dataset with 1.9M reactions from patents (1976-2016). Task: Predict the reactants needed to synthesize the given product. Given the product [C:9]([O:13][C:14]([N:16]1[CH2:21][CH2:20][N:19]([C:5]2[CH:6]=[CH:7][C:2]([Cl:1])=[CH:3][CH:4]=2)[C@@H:18]([CH3:22])[CH2:17]1)=[O:15])([CH3:12])([CH3:10])[CH3:11], predict the reactants needed to synthesize it. The reactants are: [Cl:1][C:2]1[CH:7]=[CH:6][C:5](Br)=[CH:4][CH:3]=1.[C:9]([O:13][C:14]([N:16]1[CH2:21][CH2:20][NH:19][C@@H:18]([CH3:22])[CH2:17]1)=[O:15])([CH3:12])([CH3:11])[CH3:10].CC(C)([O-])C.[Na+].